This data is from Catalyst prediction with 721,799 reactions and 888 catalyst types from USPTO. The task is: Predict which catalyst facilitates the given reaction. (1) Reactant: [NH2:1][C:2]1[C:7]([F:8])=[C:6]([C:9]([CH3:12])([CH3:11])[CH3:10])[N:5]=[C:4]([CH:13]=[O:14])[C:3]=1[Cl:15].CC(=CC)C.P([O-])([O-])(O)=[O:22].[Na+].[Na+].Cl([O-])=O.[Na+]. The catalyst class is: 878. Product: [NH2:1][C:2]1[C:7]([F:8])=[C:6]([C:9]([CH3:12])([CH3:10])[CH3:11])[N:5]=[C:4]([C:13]([OH:22])=[O:14])[C:3]=1[Cl:15]. (2) Reactant: [Cl:1][C:2]1[S:6][C:5]([C:7]([O:9][CH3:10])=[O:8])=[CH:4][C:3]=1[C:11]1[N:15]([CH2:16][CH3:17])[N:14]=[CH:13][CH:12]=1.C1C(=O)N([Cl:25])C(=O)C1. Product: [Cl:1][C:2]1[S:6][C:5]([C:7]([O:9][CH3:10])=[O:8])=[CH:4][C:3]=1[C:11]1[N:15]([CH2:16][CH3:17])[N:14]=[CH:13][C:12]=1[Cl:25]. The catalyst class is: 1. (3) Reactant: C(OC([N:8]1[CH2:29][CH2:28][C:11]2([N:15]([CH3:16])[C:14](=[O:17])[N:13]([CH2:18][C:19]3[CH:24]=[CH:23][C:22]([O:25][CH3:26])=[CH:21][CH:20]=3)[C:12]2=[O:27])[CH2:10][CH2:9]1)=O)(C)(C)C.O1CCOCC1.[ClH:36]. Product: [ClH:36].[CH3:26][O:25][C:22]1[CH:21]=[CH:20][C:19]([CH2:18][N:13]2[C:12](=[O:27])[C:11]3([CH2:10][CH2:9][NH:8][CH2:29][CH2:28]3)[N:15]([CH3:16])[C:14]2=[O:17])=[CH:24][CH:23]=1. The catalyst class is: 27. (4) Reactant: [C:1]([O:5][C:6]([N:8]1[CH2:12][C@H:11]([CH2:13][CH2:14][C:15]2[CH:20]=[CH:19][CH:18]=[CH:17][CH:16]=2)[C@@H:10]([CH2:21][NH:22][C:23]2[CH:28]=[CH:27][C:26]([Cl:29])=[CH:25][CH:24]=2)[CH2:9]1)=[O:7])([CH3:4])([CH3:3])[CH3:2].C([O-])([O-])=O.[K+].[K+].[CH2:36](Br)[C:37]1[CH:42]=[CH:41][CH:40]=[CH:39][CH:38]=1. The catalyst class is: 3. Product: [C:1]([O:5][C:6]([N:8]1[CH2:12][C@H:11]([CH2:13][CH2:14][C:15]2[CH:16]=[CH:17][CH:18]=[CH:19][CH:20]=2)[C@@H:10]([CH2:21][N:22]([CH2:36][C:37]2[CH:42]=[CH:41][CH:40]=[CH:39][CH:38]=2)[C:23]2[CH:24]=[CH:25][C:26]([Cl:29])=[CH:27][CH:28]=2)[CH2:9]1)=[O:7])([CH3:4])([CH3:2])[CH3:3].